This data is from Reaction yield outcomes from USPTO patents with 853,638 reactions. The task is: Predict the reaction yield, written as a fraction of the theoretical maximum amount of product (1.0 means a 100% yield; for example, 0.34 means a 34% yield). (1) The reactants are [C:1](Cl)(=O)[C:2](Cl)=O.[C:7]([C:11]1[CH:16]=[CH:15][C:14]([S:17]([NH:20][CH2:21][C:22]2[CH:30]=[CH:29][C:25]([C:26]([OH:28])=O)=[CH:24][CH:23]=2)(=[O:19])=[O:18])=[CH:13][CH:12]=1)([CH3:10])([CH3:9])[CH3:8].C[C:32]1[C:37]([NH2:38])=[CH:36]C=[CH:34][N:33]=1. The catalyst is CN(C=O)C.C1COCC1. The product is [C:7]([C:11]1[CH:16]=[CH:15][C:14]([S:17]([NH:20][CH2:21][C:22]2[CH:23]=[CH:24][C:25]([C:26]([NH:38][C:37]3[CH:32]=[N:33][CH:34]=[C:1]([CH3:2])[CH:36]=3)=[O:28])=[CH:29][CH:30]=2)(=[O:19])=[O:18])=[CH:13][CH:12]=1)([CH3:10])([CH3:8])[CH3:9]. The yield is 0.500. (2) The reactants are Br[C:2]1[CH:24]=[CH:23][C:5]([O:6][CH2:7][C:8]2[N:9]([CH2:21][CH3:22])[CH:10]=[C:11]([C:13]3[CH:18]=[CH:17][C:16]([Cl:19])=[CH:15][C:14]=3[Cl:20])[N:12]=2)=[CH:4][CH:3]=1.[OH:25][C:26]1[CH:27]=[C:28](B(O)O)[CH:29]=[CH:30][CH:31]=1. No catalyst specified. The product is [Cl:20][C:14]1[CH:15]=[C:16]([Cl:19])[CH:17]=[CH:18][C:13]=1[C:11]1[N:12]=[C:8]([CH2:7][O:6][C:5]2[CH:23]=[CH:24][C:2]([C:30]3[CH:29]=[CH:28][CH:27]=[C:26]([OH:25])[CH:31]=3)=[CH:3][CH:4]=2)[N:9]([CH2:21][CH3:22])[CH:10]=1. The yield is 0.610. (3) The reactants are BrC1[CH:3]=[C:4]([CH:29]=[CH:30]C=1)[C:5]([NH:7][CH:8]([C:10]1[N:15]=[N:14][C:13]([NH:16][C:17]2[CH:22]=[C:21]([O:23][CH3:24])[C:20]([O:25][CH3:26])=[C:19]([O:27][CH3:28])[CH:18]=2)=[N:12][CH:11]=1)[CH3:9])=[O:6].NC(C1N=NC(NC2C=C([O:48]C)C(OC)=C(OC)C=2)=NC=1)C.O1C=CC(C(O)=O)=C1.C(N(C(C)C)CC)(C)C.F[P-](F)(F)(F)(F)F.N1(OC(N(C)C)=[N+](C)C)C2N=CC=CC=2N=N1. The catalyst is CN(C)C=O. The product is [CH3:28][O:27][C:19]1[CH:18]=[C:17]([NH:16][C:13]2[N:14]=[N:15][C:10]([CH:8]([NH:7][C:5]([C:4]3[CH:29]=[CH:30][O:48][CH:3]=3)=[O:6])[CH3:9])=[CH:11][N:12]=2)[CH:22]=[C:21]([O:23][CH3:24])[C:20]=1[O:25][CH3:26]. The yield is 0.860. (4) The reactants are [CH3:1][N:2]([S:42]([CH3:45])(=[O:44])=[O:43])[C:3]1[CH:4]=[C:5]([CH:28]=[C:29]([C:31]([NH:33][C@@H:34]([C:36]2[CH:41]=[CH:40][CH:39]=[CH:38][CH:37]=2)[CH3:35])=[O:32])[CH:30]=1)[C:6]([NH:8][C@@H:9]([CH2:21][C:22]1[CH:27]=[CH:26][CH:25]=[CH:24][CH:23]=1)[C@@H:10]([O:14]C1CCCCO1)[C:11]([OH:13])=O)=[O:7].[NH2:46][C:47]1[NH:48][C:49]2[CH:55]=[CH:54][CH:53]=[CH:52][C:50]=2[N:51]=1.C1C=CC2N(O)N=NC=2C=1.O. The catalyst is CN(C)C1C=CN=CC=1.CN(C)C=O. The product is [CH2:21]([C@H:9]([NH:8][C:6](=[O:7])[C:5]1[CH:4]=[C:3]([N:2]([CH3:1])[S:42]([CH3:45])(=[O:44])=[O:43])[CH:30]=[C:29]([C:31]([NH:33][C@@H:34]([C:36]2[CH:37]=[CH:38][CH:39]=[CH:40][CH:41]=2)[CH3:35])=[O:32])[CH:28]=1)[C@@H:10]([OH:14])[C:11]([NH:46][C:47]1[NH:51][C:50]2[CH:52]=[CH:53][CH:54]=[CH:55][C:49]=2[N:48]=1)=[O:13])[C:22]1[CH:27]=[CH:26][CH:25]=[CH:24][CH:23]=1. The yield is 0.480. (5) The reactants are [CH2:1]([O:5][C:6]1[CH:41]=[CH:40][CH:39]=[CH:38][C:7]=1[CH2:8][N:9]1[CH2:37][CH2:36][C:12]2([CH2:17][CH2:16][N:15]([C:18]([C:20]3[CH:21]=[C:22]([CH:33]=[CH:34][CH:35]=3)[C:23]([O:25]CC3C=CC=CC=3)=[O:24])=[O:19])[CH2:14][CH2:13]2)[CH2:11][CH2:10]1)[CH:2]([CH3:4])[CH3:3]. The catalyst is [Pd].C(O)C. The product is [CH2:1]([O:5][C:6]1[CH:41]=[CH:40][CH:39]=[CH:38][C:7]=1[CH2:8][N:9]1[CH2:10][CH2:11][C:12]2([CH2:13][CH2:14][N:15]([C:18]([C:20]3[CH:21]=[C:22]([CH:33]=[CH:34][CH:35]=3)[C:23]([OH:25])=[O:24])=[O:19])[CH2:16][CH2:17]2)[CH2:36][CH2:37]1)[CH:2]([CH3:4])[CH3:3]. The yield is 0.810. (6) The reactants are Cl.Br[CH2:3][C:4]1[N:5]=[C:6]2[C:11](=[N:12][CH:13]=1)[N:10]=[C:9]([NH2:14])[N:8]=[C:7]2[NH2:15].[CH3:16][NH:17][C:18]1[CH:19]=[C:20]([CH:24]=[CH:25][CH:26]=1)C(O)=O.[C:27](=[O:30])([O-])[O-:28].[K+].[K+]. The catalyst is CC(N(C)C)=O.ClCCl. The product is [NH2:14][C:9]1[N:8]=[C:7]([NH2:15])[C:6]2[C:11](=[N:12][CH:13]=[C:4]([CH2:3][N:17]([C:18]3[CH:19]=[CH:20][C:24]([C:27]([OH:28])=[O:30])=[CH:25][CH:26]=3)[CH3:16])[N:5]=2)[N:10]=1. The yield is 0.310.